This data is from Full USPTO retrosynthesis dataset with 1.9M reactions from patents (1976-2016). The task is: Predict the reactants needed to synthesize the given product. Given the product [CH3:1][S:2]([OH:5])(=[O:4])=[O:3].[Cl:41][C:38]1[CH:39]=[CH:40][C:35]([NH:34][C:32]([C:27]2[N:28]=[C:29]([CH3:31])[S:30][C:26]=2[C:24]([NH:23][C:20]2[CH:19]=[CH:18][C:17]([N:16]3[CH2:15][CH2:14][O:13][C:42]3=[NH:43])=[CH:22][CH:21]=2)=[O:25])=[O:33])=[N:36][CH:37]=1, predict the reactants needed to synthesize it. The reactants are: [CH3:1][S:2]([OH:5])(=[O:4])=[O:3].[Si]([O:13][CH2:14][CH2:15][N:16]([C:42]#[N:43])[C:17]1[CH:22]=[CH:21][C:20]([NH:23][C:24]([C:26]2[S:30][C:29]([CH3:31])=[N:28][C:27]=2[C:32]([NH:34][C:35]2[CH:40]=[CH:39][C:38]([Cl:41])=[CH:37][N:36]=2)=[O:33])=[O:25])=[CH:19][CH:18]=1)(C(C)(C)C)(C)C.